This data is from Catalyst prediction with 721,799 reactions and 888 catalyst types from USPTO. The task is: Predict which catalyst facilitates the given reaction. (1) Reactant: [CH3:1][C:2]([C:12]1[CH:17]=[CH:16][CH:15]=[CH:14][N:13]=1)([CH3:11])[C@H:3]([C:5]1[CH:10]=[CH:9][CH:8]=[CH:7][CH:6]=1)[NH2:4].[C:18]([OH:25])(=[O:24])/[CH:19]=[CH:20]/[C:21]([OH:23])=[O:22]. Product: [C:18]([OH:25])(=[O:24])/[CH:19]=[CH:20]/[C:21]([OH:23])=[O:22].[CH3:11][C:2]([C:12]1[CH:17]=[CH:16][CH:15]=[CH:14][N:13]=1)([CH3:1])[C@H:3]([C:5]1[CH:10]=[CH:9][CH:8]=[CH:7][CH:6]=1)[NH2:4]. The catalyst class is: 459. (2) Reactant: [C:1]([CH2:3][CH2:4][C:5]1([CH2:11][CH2:12][N:13]2[CH2:18][CH2:17][CH:16]([N:19]([C:27]3[CH:32]=[CH:31][C:30]([CH3:33])=[CH:29][N:28]=3)[C:20]([C:22]3[O:23][CH:24]=[CH:25][CH:26]=3)=[O:21])[CH2:15][CH2:14]2)[CH2:10][CH2:9][CH2:8][CH2:7][CH2:6]1)#[N:2].C[Si]([N:38]=[N+:39]=[N-:40])(C)C.C([Sn](=O)CCCC)CCC. Product: [NH:38]1[C:1]([CH2:3][CH2:4][C:5]2([CH2:11][CH2:12][N:13]3[CH2:18][CH2:17][CH:16]([N:19]([C:27]4[CH:32]=[CH:31][C:30]([CH3:33])=[CH:29][N:28]=4)[C:20]([C:22]4[O:23][CH:24]=[CH:25][CH:26]=4)=[O:21])[CH2:15][CH2:14]3)[CH2:6][CH2:7][CH2:8][CH2:9][CH2:10]2)=[N:2][N:40]=[N:39]1. The catalyst class is: 11.